This data is from Full USPTO retrosynthesis dataset with 1.9M reactions from patents (1976-2016). The task is: Predict the reactants needed to synthesize the given product. (1) Given the product [CH:1]([O:4][C:5](=[O:14])[C:6]1[CH:11]=[C:10]([Si:23]([CH3:26])([CH3:25])[CH3:24])[CH:9]=[C:8]([Si:23]([CH3:26])([CH3:25])[CH3:24])[C:7]=1[C:20]#[CH:21])([CH3:3])[CH3:2], predict the reactants needed to synthesize it. The reactants are: [CH:1]([O:4][C:5](=[O:14])[C:6]1[CH:11]=[C:10](Br)[CH:9]=[C:8](Br)[CH:7]=1)([CH3:3])[CH3:2].C(N([CH2:20][CH3:21])CC)C.C[Si:23]([C:26]#C)([CH3:25])[CH3:24].C(OCC)(=O)C. (2) Given the product [OH:39][CH2:38][CH2:37][NH:36][C:33]([C@@H:12]1[CH2:11][C@@H:10]([NH:9][C:7]([C:5]2[S:6][C:2]([Cl:1])=[CH:3][CH:4]=2)=[O:8])[CH2:14][N:13]1[CH2:15][C:16](=[O:32])[NH:17][C:18]1[CH:23]=[CH:22][C:21]([N:24]2[CH:29]=[CH:28][CH:27]=[CH:26][C:25]2=[O:30])=[CH:20][C:19]=1[F:31])=[O:34], predict the reactants needed to synthesize it. The reactants are: [Cl:1][C:2]1[S:6][C:5]([C:7]([NH:9][C@H:10]2[CH2:14][N:13]([CH2:15][C:16](=[O:32])[NH:17][C:18]3[CH:23]=[CH:22][C:21]([N:24]4[CH:29]=[CH:28][CH:27]=[CH:26][C:25]4=[O:30])=[CH:20][C:19]=3[F:31])[C@H:12]([C:33](O)=[O:34])[CH2:11]2)=[O:8])=[CH:4][CH:3]=1.[NH2:36][CH2:37][CH2:38][OH:39]. (3) Given the product [C:19]([O:18][C:16]([NH:15][CH2:14][C@H:9]([N:8]1[CH2:6][CH2:5][O:4][CH2:3][CH2:2]1)[C:10]([O:12][CH3:13])=[O:11])=[O:17])([CH3:22])([CH3:21])[CH3:20], predict the reactants needed to synthesize it. The reactants are: Cl[CH2:2][CH2:3][O:4][CH2:5][CH2:6]Cl.[NH2:8][C@@H:9]([CH2:14][NH:15][C:16]([O:18][C:19]([CH3:22])([CH3:21])[CH3:20])=[O:17])[C:10]([O:12][CH3:13])=[O:11].O. (4) Given the product [C:23]([O:22][C:20]([NH:21][CH2:18][CH2:17][C:2]1([OH:1])[CH2:6][CH2:5][CH2:4][CH:3]1[C:7]([O:9][CH2:10][C:11]1[CH:12]=[CH:13][CH:14]=[CH:15][CH:16]=1)=[O:8])=[O:27])([CH3:26])([CH3:25])[CH3:24], predict the reactants needed to synthesize it. The reactants are: [OH:1][C:2]1([CH2:17][CH:18]=O)[CH2:6][CH2:5][CH2:4][CH:3]1[C:7]([O:9][CH2:10][C:11]1[CH:16]=[CH:15][CH:14]=[CH:13][CH:12]=1)=[O:8].[C:20](=[O:27])([O:22][C:23]([CH3:26])([CH3:25])[CH3:24])[NH2:21].C([SiH](CC)CC)C.FC(F)(F)C(O)=O. (5) The reactants are: [C:1]1([CH:7]([C:29]2[CH:34]=[CH:33][CH:32]=[CH:31][CH:30]=2)[N:8]2[CH2:13][CH2:12][CH:11]([CH2:14][CH2:15][CH2:16][CH2:17][NH:18][C:19](=[O:28])[CH:20]=[CH:21][C:22]3[CH:23]=[N:24][CH:25]=[CH:26][CH:27]=3)[CH2:10][CH2:9]2)[CH:6]=[CH:5][CH:4]=[CH:3][CH:2]=1.[H-].[Na+].[CH2:37](I)[CH3:38].[I+].C([N+](CCCC)(CCCC)CCCC)CCC. Given the product [C:1]1([CH:7]([C:29]2[CH:30]=[CH:31][CH:32]=[CH:33][CH:34]=2)[N:8]2[CH2:13][CH2:12][CH:11]([CH2:14][CH2:15][CH2:16][CH2:17][N:18]([CH2:37][CH3:38])[C:19](=[O:28])[CH:20]=[CH:21][C:22]3[CH:23]=[N:24][CH:25]=[CH:26][CH:27]=3)[CH2:10][CH2:9]2)[CH:2]=[CH:3][CH:4]=[CH:5][CH:6]=1, predict the reactants needed to synthesize it. (6) Given the product [Si:13]([O:1][C@H:2]1[CH2:3][CH2:4][C@H:5]([C:8]([O:10][CH2:11][CH3:12])=[O:9])[CH2:6][CH2:7]1)([C:16]([CH3:19])([CH3:18])[CH3:17])([CH3:15])[CH3:14], predict the reactants needed to synthesize it. The reactants are: [OH:1][C@H:2]1[CH2:7][CH2:6][C@H:5]([C:8]([O:10][CH2:11][CH3:12])=[O:9])[CH2:4][CH2:3]1.[Si:13](Cl)([C:16]([CH3:19])([CH3:18])[CH3:17])([CH3:15])[CH3:14].N1C=CN=C1.C(OCC)(=O)C. (7) Given the product [C:9]([O:13][C:14]([N:16]1[CH2:21][CH2:20][N:19]([C:2]2[CH:8]=[CH:7][C:5]([NH2:6])=[CH:4][CH:3]=2)[CH2:18][CH2:17]1)=[O:15])([CH3:12])([CH3:10])[CH3:11], predict the reactants needed to synthesize it. The reactants are: I[C:2]1[CH:8]=[CH:7][C:5]([NH2:6])=[CH:4][CH:3]=1.[C:9]([O:13][C:14]([N:16]1[CH2:21][CH2:20][NH:19][CH2:18][CH2:17]1)=[O:15])([CH3:12])([CH3:11])[CH3:10].P([O-])([O-])([O-])=O.[K+].[K+].[K+].C(O)CO.